This data is from Tyrosyl-DNA phosphodiesterase HTS with 341,365 compounds. The task is: Binary Classification. Given a drug SMILES string, predict its activity (active/inactive) in a high-throughput screening assay against a specified biological target. The drug is O(c1c2c3c(cc1)c(=O)n(O)c(=O)c3ccc2)C. The result is 0 (inactive).